Dataset: Reaction yield outcomes from USPTO patents with 853,638 reactions. Task: Predict the reaction yield, written as a fraction of the theoretical maximum amount of product (1.0 means a 100% yield; for example, 0.34 means a 34% yield). (1) The reactants are [CH3:1][N:2]1[CH2:7][CH2:6][NH:5][CH2:4][CH2:3]1.Br[CH2:9][CH2:10][CH2:11][OH:12]. The catalyst is C1(C)C=CC=CC=1. The product is [CH3:1][N:2]1[CH2:7][CH2:6][N:5]([CH2:9][CH2:10][CH2:11][OH:12])[CH2:4][CH2:3]1. The yield is 0.860. (2) The reactants are [CH3:1][O:2][C:3]([N:5]1[CH2:10][CH2:9][N:8]([C:11](=[O:20])[CH2:12][C:13]2[CH:18]=[CH:17][CH:16]=[CH:15][C:14]=2[NH2:19])[CH:7]([CH2:21][N:22]2[CH2:26][CH2:25][CH2:24][CH2:23]2)[CH2:6]1)=[O:4].C(N(CC)CC)C.CS(Cl)(=O)=O.CO. The catalyst is C(Cl)Cl. The product is [NH4+:5].[OH-:2].[CH3:1][O:2][C:3]([N:5]1[CH2:10][CH2:9][N:8]([C:11](=[O:20])[CH2:12][C:13]2[CH:18]=[CH:17][CH:16]=[CH:15][C:14]=2[NH2:19])[CH:7]([CH2:21][N:22]2[CH2:23][CH2:24][CH2:25][CH2:26]2)[CH2:6]1)=[O:4]. The yield is 0.280. (3) The yield is 0.900. The product is [Br:11][C:9]1[CH:10]=[C:2]2[C:3]([C:4](=[O:5])[NH:12][C:13](=[O:14])[NH:1]2)=[CH:7][CH:8]=1. The catalyst is O. The reactants are [NH2:1][C:2]1[CH:10]=[C:9]([Br:11])[CH:8]=[CH:7][C:3]=1[C:4](O)=[O:5].[NH2:12][C:13](N)=[O:14]. (4) The reactants are [CH:1]([C:4]1[CH:9]=[CH:8][CH:7]=[C:6]([CH:10]([CH3:12])[CH3:11])[C:5]=1[NH2:13])([CH3:3])[CH3:2].CC([O-])=O.CC([O-])=O.[CH:22]1[CH:27]=[CH:26][C:25]([Bi+2]([C:22]2[CH:27]=[CH:26][CH:25]=[CH:24][CH:23]=2)[C:22]2[CH:27]=[CH:26][CH:25]=[CH:24][CH:23]=2)=[CH:24][CH:23]=1. The catalyst is C(Cl)Cl.C([O-])(=O)C(C)(C)C.[Cu+2].C([O-])(=O)C(C)(C)C. The product is [CH:10]([C:6]1[CH:7]=[CH:8][CH:9]=[C:4]([CH:1]([CH3:3])[CH3:2])[C:5]=1[NH:13][C:22]1[CH:27]=[CH:26][CH:25]=[CH:24][CH:23]=1)([CH3:12])[CH3:11]. The yield is 0.870. (5) The reactants are [CH2:1]([O:3][C:4]([C:6]1[CH:10]=[C:9]([CH3:11])[N:8]([CH2:12][C:13]2[CH:18]=[C:17]([Cl:19])[CH:16]=[CH:15][C:14]=2[OH:20])[N:7]=1)=[O:5])[CH3:2].C(=O)([O-])[O-].[K+].[K+].[I-].[K+].[Cl:29][C:30]1[CH:37]=[CH:36][C:33]([CH2:34]Br)=[CH:32][CH:31]=1. The catalyst is CN(C=O)C.O. The product is [CH2:1]([O:3][C:4]([C:6]1[CH:10]=[C:9]([CH3:11])[N:8]([CH2:12][C:13]2[CH:18]=[C:17]([Cl:19])[CH:16]=[CH:15][C:14]=2[O:20][CH2:34][C:33]2[CH:36]=[CH:37][C:30]([Cl:29])=[CH:31][CH:32]=2)[N:7]=1)=[O:5])[CH3:2]. The yield is 0.710. (6) The reactants are [N:1]([CH2:4][C:5]1[S:6][CH:7]=[C:8]([C:10]#[N:11])[N:9]=1)=[N+]=[N-].C1(P(C2C=CC=CC=2)C2C=CC=CC=2)C=CC=CC=1. The catalyst is C1COCC1.O. The product is [NH2:1][CH2:4][C:5]1[S:6][CH:7]=[C:8]([C:10]#[N:11])[N:9]=1. The yield is 0.910. (7) The reactants are [CH2:1]=O.Cl.[CH3:4][NH:5][CH3:6].[CH3:7][CH:8]([CH3:14])[CH2:9][CH2:10][C:11](=[O:13])[CH3:12].[OH-].[Na+]. The catalyst is CCOCC.CO. The product is [CH3:4][N:5]([CH2:1][CH:10]([CH2:9][CH:8]([CH3:14])[CH3:7])[C:11](=[O:13])[CH3:12])[CH3:6]. The yield is 0.570. (8) The reactants are CC1(C)[C@@H:6]([CH2:7][C:8]([OH:10])=[O:9])[C:5](=[O:11])OO1.[C:13]([O:19]C(Cl)=O)(=O)[CH2:14]C(C)C.[CH2:23](N(CC)CC)C.[CH2:30]([SH:32])[CH3:31]. The catalyst is CCOCC.C(Cl)Cl. The product is [CH3:23][C:13]1([CH3:14])[O:19][C@H:7]([CH2:6][C:5](=[O:11])[S:32][CH2:30][CH3:31])[C:8](=[O:9])[O:10]1. The yield is 0.820. (9) The reactants are [N:1]#[C:2][NH2:3].C[O-].[Na+].[Cl:7][C:8]1[CH:13]=[C:12]([N:14]=[C:15]=[S:16])[CH:11]=[C:10]([Cl:17])[C:9]=1[S:18][C:19]1[CH:24]=[CH:23][C:22]([C:25]([F:28])([F:27])[F:26])=[CH:21][CH:20]=1.[N-]=[C:30]=S.IC. The catalyst is CO.C1(C)C=CC=CC=1. The product is [C:2]([N:3]=[C:15]([S:16][CH3:30])[NH:14][C:12]1[CH:11]=[C:10]([Cl:17])[C:9]([S:18][C:19]2[CH:20]=[CH:21][C:22]([C:25]([F:27])([F:28])[F:26])=[CH:23][CH:24]=2)=[C:8]([Cl:7])[CH:13]=1)#[N:1]. The yield is 0.930. (10) The reactants are [CH3:1][O:2][C:3]([C:5]1([C:8]2[CH:13]=[CH:12][C:11]([O:14][CH3:15])=[C:10]([CH2:16]Cl)[CH:9]=2)[CH2:7][CH2:6]1)=[O:4].C([O-])([O-])=[O:19].[Na+].[Na+].Cl. The catalyst is O.[N+](CCCC)(CCCC)(CCCC)CCCC.[Br-]. The product is [CH3:1][O:2][C:3]([C:5]1([C:8]2[CH:13]=[CH:12][C:11]([O:14][CH3:15])=[C:10]([CH2:16][OH:19])[CH:9]=2)[CH2:7][CH2:6]1)=[O:4]. The yield is 0.390.